From a dataset of Full USPTO retrosynthesis dataset with 1.9M reactions from patents (1976-2016). Predict the reactants needed to synthesize the given product. Given the product [Cl:1][C:2]1[CH:23]=[C:22]([Cl:24])[CH:21]=[CH:20][C:3]=1[CH:4]([OH:5])[C:6]1[C:7]2[CH:15]=[C:14]([C:16]([O:18][CH3:19])=[O:17])[CH:13]=[CH:12][C:8]=2[S:9][C:10]=1[CH3:11], predict the reactants needed to synthesize it. The reactants are: [Cl:1][C:2]1[CH:23]=[C:22]([Cl:24])[CH:21]=[CH:20][C:3]=1[C:4]([C:6]1[C:7]2[CH:15]=[C:14]([C:16]([O:18][CH3:19])=[O:17])[CH:13]=[CH:12][C:8]=2[S:9][C:10]=1[CH3:11])=[O:5].[BH4-].[Na+].O.